Dataset: Forward reaction prediction with 1.9M reactions from USPTO patents (1976-2016). Task: Predict the product of the given reaction. (1) Given the reactants [CH:1]([C:3]1[C:4]([OH:25])=[CH:5][CH:6]=[C:7]2[C:12]=1[N:11]=[C:10]([CH:13]([CH3:15])[CH3:14])[N:9]([C:16]1[CH:23]=[CH:22][C:19]([C:20]#[N:21])=[CH:18][CH:17]=1)[C:8]2=[O:24])=[O:2].[CH2:26]([Mg]Br)[CH3:27], predict the reaction product. The product is: [OH:25][C:4]1[C:3]([CH:1]([OH:2])[CH2:26][CH3:27])=[C:12]2[C:7]([C:8](=[O:24])[N:9]([C:16]3[CH:23]=[CH:22][C:19]([C:20]#[N:21])=[CH:18][CH:17]=3)[C:10]([CH:13]([CH3:15])[CH3:14])=[N:11]2)=[CH:6][CH:5]=1. (2) The product is: [CH3:3][O:4][C:5]([C:7]1[C:11]([N:12]([C:13]([O:15][CH:16]([CH3:18])[CH3:17])=[O:14])[CH2:20][CH2:21][CH2:22][C:23]([O:25][CH3:26])=[O:24])=[CH:10][S:9][CH:8]=1)=[O:6]. Given the reactants [H-].[Na+].[CH3:3][O:4][C:5]([C:7]1[C:11]([NH:12][C:13]([O:15][CH:16]([CH3:18])[CH3:17])=[O:14])=[CH:10][S:9][CH:8]=1)=[O:6].Br[CH2:20][CH2:21][CH2:22][C:23]([O:25][CH3:26])=[O:24], predict the reaction product. (3) Given the reactants Cl.[C:2]([NH:6][NH2:7])([CH3:5])([CH3:4])[CH3:3].[Cl:8][C:9]1[CH:16]=[CH:15][CH:14]=[C:13]([F:17])[C:10]=1[CH:11]=O, predict the reaction product. The product is: [ClH:8].[C:2]([NH:6][N:7]=[CH:11][C:10]1[C:13]([F:17])=[CH:14][CH:15]=[CH:16][C:9]=1[Cl:8])([CH3:5])([CH3:4])[CH3:3]. (4) Given the reactants C[C@H]1CN[C@:5]2(O[C@H:8]3[CH2:10][C@H:11]4[C@@H:16]5[CH2:17][CH:18]=[C:19]6C[C@@H](O)CC[C@:20]6(C)[C@H:15]5[CH2:14][CH2:13][C@:12]4(C)[C@H:7]3[C@@H:6]2[CH3:28])[CH2:4]C1.[C:31]([O:34][C:35](=O)[CH3:36])(=[O:33])[CH3:32].[C:38](O)(=[O:40])[CH3:39], predict the reaction product. The product is: [CH3:39][C:38]([C:18]1[C@@:16]2([CH3:17])[CH2:11][CH2:10][C@@H:8]3[C@@:6]4([CH3:28])[CH2:5][CH2:4][C@@H:35]([O:34][C:31]([CH3:32])=[O:33])[CH2:36][C:7]4=[CH:12][CH2:13][CH:14]3[C@@H:15]2[CH2:20][CH:19]=1)=[O:40]. (5) Given the reactants [CH:1]1([NH:7][C:8]([NH:10][C@H:11]2[CH2:15][O:14][C@@H:13]3[C@H:16]([OH:19])[CH2:17][O:18][C@H:12]23)=[O:9])[CH2:6][CH2:5][CH2:4][CH2:3][CH2:2]1.O[C:21]1[CH:30]=[CH:29][C:24]([C:25]([O:27][CH3:28])=[O:26])=[CH:23][CH:22]=1.C1(P(C2C=CC=CC=2)C2C=CC=CC=2)C=CC=CC=1.N(C(OC(C)C)=O)=NC(OC(C)C)=O, predict the reaction product. The product is: [CH3:28][O:27][C:25](=[O:26])[C:24]1[CH:29]=[CH:30][C:21]([O:19][C@H:16]2[CH2:17][O:18][C@@H:12]3[C@@H:11]([NH:10][C:8]([NH:7][CH:1]4[CH2:6][CH2:5][CH2:4][CH2:3][CH2:2]4)=[O:9])[CH2:15][O:14][C@H:13]23)=[CH:22][CH:23]=1. (6) Given the reactants C(OC([NH:8][C@@H:9]([C:11]1[C:12]([F:45])=[C:13]([C:17]2[CH:22]=[C:21]([O:23][CH2:24][C:25]3([CH3:28])[CH2:27][CH2:26]3)[CH:20]=[C:19]([CH2:29][O:30][C:31]3[CH:36]=[CH:35][CH:34]=[CH:33][C:32]=3[CH2:37][C:38]([O:40]C(C)(C)C)=[O:39])[CH:18]=2)[CH:14]=[CH:15][CH:16]=1)[CH3:10])=O)(C)(C)C.Cl, predict the reaction product. The product is: [NH2:8][C@@H:9]([C:11]1[C:12]([F:45])=[C:13]([C:17]2[CH:22]=[C:21]([O:23][CH2:24][C:25]3([CH3:28])[CH2:27][CH2:26]3)[CH:20]=[C:19]([CH2:29][O:30][C:31]3[CH:36]=[CH:35][CH:34]=[CH:33][C:32]=3[CH2:37][C:38]([OH:40])=[O:39])[CH:18]=2)[CH:14]=[CH:15][CH:16]=1)[CH3:10]. (7) Given the reactants [Cl:1][C:2]1[CH:7]=[CH:6][CH:5]=[C:4]([Cl:8])[C:3]=1[C:9]1[C:13]([CH2:14][O:15][C:16]2[CH:17]=[C:18]3[C:23](=[CH:24][CH:25]=2)[CH:22]=[C:21]([C:26]2[CH:32]=[CH:31][C:29]([NH2:30])=[CH:28][CH:27]=2)[CH:20]=[CH:19]3)=[C:12]([CH:33]([CH3:35])[CH3:34])[O:11][N:10]=1.C(N(CC)CC)C.[F:43][C:44]([F:57])([F:56])[S:45](O[S:45]([C:44]([F:57])([F:56])[F:43])(=[O:47])=[O:46])(=[O:47])=[O:46].C(OCC)(=O)C, predict the reaction product. The product is: [Cl:8][C:4]1[CH:5]=[CH:6][CH:7]=[C:2]([Cl:1])[C:3]=1[C:9]1[C:13]([CH2:14][O:15][C:16]2[CH:17]=[C:18]3[C:23](=[CH:24][CH:25]=2)[CH:22]=[C:21]([C:26]2[CH:32]=[CH:31][C:29]([NH:30][S:45]([C:44]([F:57])([F:56])[F:43])(=[O:47])=[O:46])=[CH:28][CH:27]=2)[CH:20]=[CH:19]3)=[C:12]([CH:33]([CH3:35])[CH3:34])[O:11][N:10]=1.